This data is from Full USPTO retrosynthesis dataset with 1.9M reactions from patents (1976-2016). The task is: Predict the reactants needed to synthesize the given product. (1) Given the product [Cl:1][C:2]1[N:3]=[N:4][C:5]([Cl:11])=[CH:6][C:7]=1[C:8]([Cl:15])=[O:9], predict the reactants needed to synthesize it. The reactants are: [Cl:1][C:2]1[N:3]=[N:4][C:5]([Cl:11])=[CH:6][C:7]=1[C:8](O)=[O:9].C(Cl)(=O)C([Cl:15])=O.CN(C=O)C. (2) Given the product [Cl:8][C:9]1[CH:16]=[CH:15][CH:14]=[CH:13][C:10]=1[CH:11]1[C:22]([C:18]#[N:17])=[C:21]([CH:4]2[CH2:1][CH2:2]2)[NH:17][C:18]2=[N:19][NH:20][CH:21]=[C:22]12, predict the reactants needed to synthesize it. The reactants are: [CH:1]1([C:4](OC)=O)C[CH2:2]1.[Cl:8][C:9]1[CH:16]=[CH:15][CH:14]=[CH:13][C:10]=1[CH:11]=O.[NH2:17][C:18]1[CH:22]=[CH:21][NH:20][N:19]=1. (3) Given the product [F:3][C:4]1[CH:5]=[C:6]([NH:16][C:17]2[N:22]=[C:21]([CH2:23][CH2:24][C:25]3[CH:30]=[CH:29][CH:28]=[CH:27][C:26]=3[CH2:31][C:32]([NH2:34])=[O:33])[C:20]([C:35]([F:38])([F:36])[F:37])=[CH:19][N:18]=2)[CH:7]=[CH:8][C:9]=1[CH:10]1[CH2:11][CH2:12][N:13]([CH3:39])[CH2:14][CH2:15]1, predict the reactants needed to synthesize it. The reactants are: C=O.[F:3][C:4]1[CH:5]=[C:6]([NH:16][C:17]2[N:22]=[C:21]([CH2:23][CH2:24][C:25]3[CH:30]=[CH:29][CH:28]=[CH:27][C:26]=3[CH2:31][C:32]([NH2:34])=[O:33])[C:20]([C:35]([F:38])([F:37])[F:36])=[CH:19][N:18]=2)[CH:7]=[CH:8][C:9]=1[CH:10]1[CH2:15][CH2:14][NH:13][CH2:12][CH2:11]1.[C:39](O[BH-](OC(=O)C)OC(=O)C)(=O)C.[Na+]. (4) Given the product [OH:21][C:18]1[CH:19]=[CH:20][C:15]([C:7]2[CH:6]=[C:5]([CH:10]=[CH:9][CH:8]=2)[C:3]([NH:2][CH3:1])=[O:4])=[CH:16][CH:17]=1, predict the reactants needed to synthesize it. The reactants are: [CH3:1][NH:2][C:3]([C:5]1[CH:6]=[C:7](B(O)O)[CH:8]=[CH:9][CH:10]=1)=[O:4].Br[C:15]1[CH:20]=[CH:19][C:18]([OH:21])=[CH:17][CH:16]=1.C([O-])([O-])=O.[K+].[K+]. (5) Given the product [CH3:1][O:3][C:4](=[O:25])[C:5]1[CH:10]=[CH:9][C:8]([O:11][CH2:12][CH2:13][C:14]2[CH:15]=[C:16]([CH3:20])[CH:17]=[CH:18][CH:19]=2)=[C:7]([O:21][CH3:22])[CH:6]=1, predict the reactants needed to synthesize it. The reactants are: [CH2:1]([O:3][C:4](=[O:25])[C:5]1[CH:10]=[CH:9][C:8]([O:11][CH2:12][CH2:13][C:14]2[CH:15]=[C:16]([CH3:20])[CH:17]=[CH:18][CH:19]=2)=[C:7]([O:21][C:22](=O)C)[CH:6]=1)C.CC(C)([O-])C.[K+].C(=O)([O-])[O-].[K+].[K+].IC. (6) Given the product [C:1]([C:4]1[CH:28]=[CH:27][C:7]([O:8][CH2:9][C:10]2[CH:11]=[C:12]([CH:24]=[CH:25][CH:26]=2)[C:13]([NH:15][C:16]2[CH:21]=[CH:20][CH:19]=[C:18]([C:22]3[N:33]=[N:34][NH:35][N:23]=3)[CH:17]=2)=[O:14])=[C:6]([CH2:29][CH2:30][CH3:31])[C:5]=1[OH:32])(=[O:3])[CH3:2], predict the reactants needed to synthesize it. The reactants are: [C:1]([C:4]1[CH:28]=[CH:27][C:7]([O:8][CH2:9][C:10]2[CH:11]=[C:12]([CH:24]=[CH:25][CH:26]=2)[C:13]([NH:15][C:16]2[CH:21]=[CH:20][CH:19]=[C:18]([C:22]#[N:23])[CH:17]=2)=[O:14])=[C:6]([CH2:29][CH2:30][CH3:31])[C:5]=1[OH:32])(=[O:3])[CH3:2].[N-:33]=[N+:34]=[N-:35].[Na+].[Cl-].[NH4+]. (7) Given the product [C:16]([O:19][C@H:20]1[CH2:37][CH2:36][C@@:35]2([CH3:38])[C@@H:22]([CH2:23][CH2:24][C@:25]3([CH3:50])[C@@H:34]2[CH2:33][CH2:32][C@H:31]2[C@@:26]3([CH3:49])[CH2:27][CH2:28][C@@:29]3([C:46]([N:6]4[CH2:7][CH2:8][N:3]([CH2:1][CH3:2])[CH2:4][CH2:5]4)=[O:47])[CH2:41][CH2:40][C@@H:39]([C:42]4([CH3:45])[CH2:44][CH2:43]4)[C@@H:30]32)[C:21]1([CH3:52])[CH3:51])(=[O:18])[CH3:17], predict the reactants needed to synthesize it. The reactants are: [CH2:1]([N:3]1[CH2:8][CH2:7][NH:6][CH2:5][CH2:4]1)[CH3:2].C(N(CC)CC)C.[C:16]([O:19][C@H:20]1[CH2:37][CH2:36][C@@:35]2([CH3:38])[C@@H:22]([CH2:23][CH2:24][C@:25]3([CH3:50])[C@@H:34]2[CH2:33][CH2:32][C@H:31]2[C@@:26]3([CH3:49])[CH2:27][CH2:28][C@@:29]3([C:46](Cl)=[O:47])[CH2:41][CH2:40][C@@H:39]([C:42]4([CH3:45])[CH2:44][CH2:43]4)[C@@H:30]32)[C:21]1([CH3:52])[CH3:51])(=[O:18])[CH3:17]. (8) Given the product [F:15][C:16]1[CH:21]=[CH:20][C:19]([F:22])=[CH:18][C:17]=1[C:2]1[C:6]2[CH:7]=[C:8]([C:11]([O:13][CH3:14])=[O:12])[CH:9]=[CH:10][C:5]=2[O:4][CH:3]=1, predict the reactants needed to synthesize it. The reactants are: Br[C:2]1[C:6]2[CH:7]=[C:8]([C:11]([O:13][CH3:14])=[O:12])[CH:9]=[CH:10][C:5]=2[O:4][CH:3]=1.[F:15][C:16]1[CH:21]=[CH:20][C:19]([F:22])=[CH:18][C:17]=1B(O)O. (9) Given the product [C:37]1([S:36]([C:16]2[CH:15]=[CH:14][C:13]([Cl:12])=[CH:18][C:17]=2[CH2:19][N:20]2[C:29](=[O:30])[C:28]3[C:23](=[CH:24][CH:25]=[C:26]([C:31]([F:32])([F:34])[F:33])[CH:27]=3)[NH:22][C:21]2=[O:35])=[O:9])[CH:38]=[CH:39][CH:40]=[CH:41][CH:42]=1, predict the reactants needed to synthesize it. The reactants are: C1C=C(Cl)C=C(C(OO)=[O:9])C=1.[Cl:12][C:13]1[CH:14]=[CH:15][C:16]([S:36][C:37]2[CH:42]=[CH:41][CH:40]=[CH:39][CH:38]=2)=[C:17]([CH2:19][N:20]2[C:29](=[O:30])[C:28]3[C:23](=[CH:24][CH:25]=[C:26]([C:31]([F:34])([F:33])[F:32])[CH:27]=3)[NH:22][C:21]2=[O:35])[CH:18]=1. (10) Given the product [C:1]([O:5][C@@H:6]([C:12]1[C:21]([CH3:22])=[CH:20][C:19]2[C:14](=[CH:15][C:16]([F:24])=[C:17]([C:39](=[O:38])[NH:42][CH3:40])[CH:18]=2)[C:13]=1[O:25][S:26]([C:29]([F:32])([F:31])[F:30])(=[O:28])=[O:27])[C:7]([O:9][CH2:10][CH3:11])=[O:8])([CH3:4])([CH3:3])[CH3:2], predict the reactants needed to synthesize it. The reactants are: [C:1]([O:5][C@@H:6]([C:12]1[C:21]([CH3:22])=[CH:20][C:19]2[C:14](=[CH:15][C:16]([F:24])=[C:17](Cl)[CH:18]=2)[C:13]=1[O:25][S:26]([C:29]([F:32])([F:31])[F:30])(=[O:28])=[O:27])[C:7]([O:9][CH2:10][CH3:11])=[O:8])([CH3:4])([CH3:3])[CH3:2].CN.C1[CH2:39][O:38]CC1.[CH2:40]([N:42](CC)CC)C.